This data is from Forward reaction prediction with 1.9M reactions from USPTO patents (1976-2016). The task is: Predict the product of the given reaction. (1) Given the reactants [CH:1]([N:4]1[C:8]2[CH:9]=[CH:10][CH:11]=[CH:12][C:7]=2[NH:6][C:5]1=[O:13])([CH3:3])[CH3:2].[N+](C1C=C[C:20]([O:23]C(Cl)=O)=CC=1)([O-])=O.CCN(CC)CC.CC1C=CC(S(O)(=O)=O)=CC=1.[NH2:45][CH2:46][CH:47]1[CH2:52][CH2:51][N:50]([CH2:53][C:54]2([C:58]([OH:60])=[O:59])[CH2:57][CH2:56][CH2:55]2)[CH2:49][CH2:48]1, predict the reaction product. The product is: [CH:1]([N:4]1[C:8]2[CH:9]=[CH:10][CH:11]=[CH:12][C:7]=2[N:6]([C:20]([NH:45][CH2:46][CH:47]2[CH2:52][CH2:51][N:50]([CH2:53][C:54]3([C:58]([OH:60])=[O:59])[CH2:57][CH2:56][CH2:55]3)[CH2:49][CH2:48]2)=[O:23])[C:5]1=[O:13])([CH3:3])[CH3:2]. (2) The product is: [C:4]([C:11]1[CH:12]=[N:13][CH:14]=[C:15]([CH2:17][O:18][Si:19]([CH:26]([CH3:28])[CH3:27])([CH:23]([CH3:25])[CH3:24])[CH:20]([CH3:22])[CH3:21])[CH:16]=1)([CH3:7])([CH3:6])[CH3:5]. Given the reactants C([Cu])#N.[C:4]([Mg]Br)([CH3:7])([CH3:6])[CH3:5].Br[C:11]1[CH:12]=[N:13][CH:14]=[C:15]([CH2:17][O:18][Si:19]([CH:26]([CH3:28])[CH3:27])([CH:23]([CH3:25])[CH3:24])[CH:20]([CH3:22])[CH3:21])[CH:16]=1, predict the reaction product.